Dataset: Peptide-MHC class II binding affinity with 134,281 pairs from IEDB. Task: Regression. Given a peptide amino acid sequence and an MHC pseudo amino acid sequence, predict their binding affinity value. This is MHC class II binding data. (1) The peptide sequence is LLEFAVVLELAILSI. The MHC is DRB1_0404 with pseudo-sequence DRB1_0404. The binding affinity (normalized) is 0.104. (2) The MHC is HLA-DQA10102-DQB10501 with pseudo-sequence HLA-DQA10102-DQB10501. The peptide sequence is VDGNPTVDIEEAPEM. The binding affinity (normalized) is 0.224. (3) The peptide sequence is RSTTDSGKVIPEWCC. The MHC is DRB5_0101 with pseudo-sequence DRB5_0101. The binding affinity (normalized) is 0. (4) The peptide sequence is WEFVNTPPLVKLWYQ. The MHC is DRB1_1302 with pseudo-sequence DRB1_1302. The binding affinity (normalized) is 0.584. (5) The peptide sequence is TQARAAAAAFEQAHA. The MHC is DRB4_0101 with pseudo-sequence DRB4_0103. The binding affinity (normalized) is 0.137. (6) The peptide sequence is EKKYFAATMFEPLAA. The MHC is HLA-DQA10501-DQB10301 with pseudo-sequence HLA-DQA10501-DQB10301. The binding affinity (normalized) is 0.399.